From a dataset of Reaction yield outcomes from USPTO patents with 853,638 reactions. Predict the reaction yield, written as a fraction of the theoretical maximum amount of product (1.0 means a 100% yield; for example, 0.34 means a 34% yield). The reactants are Cl[C:2]1[N:13]=[CH:12][CH:11]=[CH:10][C:3]=1[C:4]([O:6][CH:7]([CH3:9])[CH3:8])=[O:5].[N:14]1([C:20]([O:22][C:23]([CH3:26])([CH3:25])[CH3:24])=[O:21])[CH2:19][CH2:18][NH:17][CH2:16][CH2:15]1.C(N(CC)CC)C. The catalyst is C1COCC1. The product is [CH3:8][CH:7]([O:6][C:4]([C:3]1[C:2]([N:17]2[CH2:16][CH2:15][N:14]([C:20]([O:22][C:23]([CH3:26])([CH3:25])[CH3:24])=[O:21])[CH2:19][CH2:18]2)=[N:13][CH:12]=[CH:11][CH:10]=1)=[O:5])[CH3:9]. The yield is 0.290.